From a dataset of NCI-60 drug combinations with 297,098 pairs across 59 cell lines. Regression. Given two drug SMILES strings and cell line genomic features, predict the synergy score measuring deviation from expected non-interaction effect. (1) Drug 1: CNC(=O)C1=CC=CC=C1SC2=CC3=C(C=C2)C(=NN3)C=CC4=CC=CC=N4. Drug 2: C1=NNC2=C1C(=O)NC=N2. Cell line: NCI-H322M. Synergy scores: CSS=-1.84, Synergy_ZIP=1.60, Synergy_Bliss=2.69, Synergy_Loewe=-1.88, Synergy_HSA=-0.420. (2) Cell line: MDA-MB-231. Synergy scores: CSS=4.05, Synergy_ZIP=-2.73, Synergy_Bliss=0.402, Synergy_Loewe=-9.15, Synergy_HSA=-0.806. Drug 1: CC1=CC=C(C=C1)C2=CC(=NN2C3=CC=C(C=C3)S(=O)(=O)N)C(F)(F)F. Drug 2: CC1=C(C(=O)C2=C(C1=O)N3CC4C(C3(C2COC(=O)N)OC)N4)N. (3) Drug 1: CC1OCC2C(O1)C(C(C(O2)OC3C4COC(=O)C4C(C5=CC6=C(C=C35)OCO6)C7=CC(=C(C(=C7)OC)O)OC)O)O. Drug 2: B(C(CC(C)C)NC(=O)C(CC1=CC=CC=C1)NC(=O)C2=NC=CN=C2)(O)O. Cell line: K-562. Synergy scores: CSS=31.7, Synergy_ZIP=-13.1, Synergy_Bliss=-6.22, Synergy_Loewe=-5.57, Synergy_HSA=-5.62. (4) Drug 1: C1=CC(=CC=C1CCC2=CNC3=C2C(=O)NC(=N3)N)C(=O)NC(CCC(=O)O)C(=O)O. Drug 2: C#CCC(CC1=CN=C2C(=N1)C(=NC(=N2)N)N)C3=CC=C(C=C3)C(=O)NC(CCC(=O)O)C(=O)O. Cell line: MOLT-4. Synergy scores: CSS=47.5, Synergy_ZIP=0.0803, Synergy_Bliss=-2.14, Synergy_Loewe=-2.03, Synergy_HSA=-2.17.